From a dataset of Reaction yield outcomes from USPTO patents with 853,638 reactions. Predict the reaction yield, written as a fraction of the theoretical maximum amount of product (1.0 means a 100% yield; for example, 0.34 means a 34% yield). (1) The reactants are [C:1]1([C:19]2[CH:24]=[CH:23][CH:22]=[CH:21][CH:20]=2)[CH:6]=[CH:5][CH:4]=[CH:3][C:2]=1[P:7]1[C:13]([CH3:15])([CH3:14])[CH2:12][CH2:11][C:10](=O)[CH2:9][C:8]1([CH3:18])[CH3:17].C(O)COCCO.O.NN.[OH-].[K+]. The catalyst is O.CCCCCCC. The product is [C:1]1([C:19]2[CH:24]=[CH:23][CH:22]=[CH:21][CH:20]=2)[CH:6]=[CH:5][CH:4]=[CH:3][C:2]=1[P:7]1[C:13]([CH3:14])([CH3:15])[CH2:12][CH2:11][CH2:10][CH2:9][C:8]1([CH3:18])[CH3:17]. The yield is 0.510. (2) The reactants are [CH:1]1[CH:2]=[CH:3][C:4]([C@@H:7]2[N:16]([C:17]([O:19][C@@H:20]3[CH:25]4[CH2:26][CH2:27][N:22]([CH2:23][CH2:24]4)[CH2:21]3)=[O:18])[CH2:15][CH2:14][C:13]3[CH:12]=[CH:11][CH:10]=[CH:9][C:8]2=3)=[CH:5][CH:6]=1.CC(CC(C)=O)C.[C:35]([OH:42])(=[O:41])[CH2:36][CH2:37][C:38]([OH:40])=[O:39]. The catalyst is CCO. The product is [CH:1]1[CH:6]=[CH:5][C:4]([C@@H:7]2[N:16]([C:17]([O:19][C@@H:20]3[CH:25]4[CH2:24][CH2:23][N:22]([CH2:27][CH2:26]4)[CH2:21]3)=[O:18])[CH2:15][CH2:14][C:13]3[CH:12]=[CH:11][CH:10]=[CH:9][C:8]2=3)=[CH:3][CH:2]=1.[CH2:36]([C:35]([OH:42])=[O:41])[CH2:37][C:38]([OH:40])=[O:39]. The yield is 0.640. (3) The product is [OH:10][C:3]1[C:4]([CH3:9])=[CH:5][C:6]([C:11]2([C:6]3[CH:5]=[C:4]([CH3:9])[C:3]([OH:10])=[C:2]([CH3:1])[C:7]=3[CH3:8])[C:12]3[C:13](=[CH:17][CH:18]=[CH:19][CH:20]=3)[C:14](=[O:15])[O:16]2)=[C:7]([CH3:8])[C:2]=1[CH3:1]. No catalyst specified. The reactants are [CH3:1][C:2]1[C:7]([CH3:8])=[CH:6][CH:5]=[C:4]([CH3:9])[C:3]=1[OH:10].[C:11]1(=O)[O:16][C:14](=[O:15])[C:13]2=[CH:17][CH:18]=[CH:19][CH:20]=[C:12]12. The yield is 0.730.